From a dataset of Catalyst prediction with 721,799 reactions and 888 catalyst types from USPTO. Predict which catalyst facilitates the given reaction. (1) Reactant: [CH3:1][O:2][C:3]1[CH:4]=[C:5]([NH:15][C:16]([NH2:18])=[S:17])[CH:6]=[CH:7][C:8]=1[N:9]1[CH:13]=[C:12]([CH3:14])[N:11]=[CH:10]1.Br[CH:20]1[CH2:25][CH2:24][CH2:23][CH:22]([C:26]2[CH:31]=[C:30]([F:32])[CH:29]=[C:28]([F:33])[CH:27]=2)[C:21]1=O. Product: [F:32][C:30]1[CH:31]=[C:26]([CH:22]2[C:21]3[N:18]=[C:16]([NH:15][C:5]4[CH:6]=[CH:7][C:8]([N:9]5[CH:13]=[C:12]([CH3:14])[N:11]=[CH:10]5)=[C:3]([O:2][CH3:1])[CH:4]=4)[S:17][C:20]=3[CH2:25][CH2:24][CH2:23]2)[CH:27]=[C:28]([F:33])[CH:29]=1. The catalyst class is: 8. (2) Reactant: [CH2:1]([N:8]1[CH2:13][CH2:12][C@H:11]([OH:14])[C@H:10]([CH3:15])[CH2:9]1)[C:2]1[CH:7]=[CH:6][CH:5]=[CH:4][CH:3]=1.[H-].[Na+].[Br:18][C:19]1[CH:24]=[CH:23][CH:22]=[C:21](F)[CH:20]=1. Product: [CH2:1]([N:8]1[CH2:13][CH2:12][C@H:11]([O:14][C:21]2[CH:22]=[CH:23][CH:24]=[C:19]([Br:18])[CH:20]=2)[C@H:10]([CH3:15])[CH2:9]1)[C:2]1[CH:3]=[CH:4][CH:5]=[CH:6][CH:7]=1. The catalyst class is: 9. (3) Reactant: [Se](=O)=O.[O:4]1[CH2:9][CH2:8]OCC1.CC1[S:22][C:14]2[N:15]=[C:16]([S:20][CH3:21])[N:17]=[C:18]([NH2:19])[C:13]=2[CH:12]=1. Product: [NH2:19][C:18]1[C:13]2[CH:12]=[C:8]([CH:9]=[O:4])[S:22][C:14]=2[N:15]=[C:16]([S:20][CH3:21])[N:17]=1. The catalyst class is: 6. (4) Reactant: CN(C)[CH:3]=[C:4]([C:12]1[CH:17]=[CH:16][N:15]=[CH:14][N:13]=1)[C:5]([C:7]1[O:8][CH:9]=[CH:10][CH:11]=1)=O.C([O-])([O-])=O.[K+].[K+].Cl.[NH2:26][C:27]([NH2:29])=[NH:28].O. Product: [O:8]1[CH:9]=[CH:10][CH:11]=[C:7]1[C:5]1[C:4]([C:12]2[CH:17]=[CH:16][N:15]=[CH:14][N:13]=2)=[CH:3][N:26]=[C:27]([NH2:29])[N:28]=1. The catalyst class is: 3. (5) Reactant: [C:1]1([C:7]#[CH:8])[CH:6]=[CH:5][CH:4]=[CH:3][CH:2]=1.C([Li])CCC.[CH3:14][C:15]([CH3:35])([CH3:34])[CH2:16][C:17](=[O:33])[C:18]([NH:20][C:21]1[CH:22]=[CH:23][C:24]2[C:29](=[O:30])[O:28][N:27]=[C:26]([CH3:31])[C:25]=2[CH:32]=1)=[O:19]. Product: [CH3:14][C:15]([CH3:35])([CH3:34])[CH2:16][C:17]([OH:33])([C:8]#[C:7][C:1]1[CH:6]=[CH:5][CH:4]=[CH:3][CH:2]=1)[C:18]([NH:20][C:21]1[CH:22]=[CH:23][C:24]2[C:29](=[O:30])[O:28][N:27]=[C:26]([CH3:31])[C:25]=2[CH:32]=1)=[O:19]. The catalyst class is: 7. (6) Reactant: [NH2:1][C:2]1[CH:3]=[CH:4][C:5]([F:18])=[C:6]([C@:8]2([CH3:17])[C:13]([F:15])([F:14])[CH2:12][O:11][C:10]([NH2:16])=[N:9]2)[CH:7]=1.[I-:19].[NH4+].OO. Product: [NH2:1][C:2]1[C:3]([I:19])=[CH:4][C:5]([F:18])=[C:6]([C@:8]2([CH3:17])[C:13]([F:14])([F:15])[CH2:12][O:11][C:10]([NH2:16])=[N:9]2)[CH:7]=1. The catalyst class is: 15.